This data is from Catalyst prediction with 721,799 reactions and 888 catalyst types from USPTO. The task is: Predict which catalyst facilitates the given reaction. (1) Reactant: CO[C:3]([C:5]1[CH:6]=[C:7]([F:17])[C:8]([F:16])=[C:9]2[O:14][CH2:13][CH:12]([CH3:15])[NH:11][C:10]=12)=[O:4].ClS([N:22]=[C:23]=[O:24])(=O)=O.C(N(CC)CC)C. Product: [F:17][C:7]1[CH:6]=[C:5]2[C:10]3[N:11]([CH:12]([CH3:15])[CH2:13][O:14][C:9]=3[C:8]=1[F:16])[C:23](=[O:24])[NH:22][C:3]2=[O:4]. The catalyst class is: 4. (2) The catalyst class is: 6. Reactant: [C:1]1([OH:12])[C:10]2[CH:9]=[CH:8][CH:7]=[C:6]([OH:11])[C:5]=2[CH:4]=[CH:3][CH:2]=1.C(NC(C)C)(C)C.ClCCl.[F:23][C:24]([F:37])([F:36])[S:25](O[S:25]([C:24]([F:37])([F:36])[F:23])(=[O:27])=[O:26])(=[O:27])=[O:26]. Product: [F:23][C:24]([F:37])([F:36])[S:25]([O:12][C:1]1[C:10]2[C:5](=[C:6]([O:11][S:25]([C:24]([F:23])([F:36])[F:37])(=[O:26])=[O:27])[CH:7]=[CH:8][CH:9]=2)[CH:4]=[CH:3][CH:2]=1)(=[O:27])=[O:26]. (3) Reactant: [CH2:1]([O:3][CH:4]([O:13][CH2:14][CH3:15])[C:5]1[CH:12]=[CH:11][C:8]([CH:9]=[O:10])=[CH:7][CH:6]=1)[CH3:2].O1C[CH2:19][CH2:18][CH2:17]1.C([Mg]Br)CC.[Cl-].[NH4+]. Product: [CH2:14]([O:13][CH:4]([O:3][CH2:1][CH3:2])[C:5]1[CH:12]=[CH:11][C:8]([CH:9]([OH:10])[CH2:17][CH2:18][CH3:19])=[CH:7][CH:6]=1)[CH3:15]. The catalyst class is: 7. (4) Reactant: [F:1][C:2]1[CH:7]=[CH:6][CH:5]=[CH:4][C:3]=1[C:8]#[C:9][C:10]1[O:14][C:13]([C:15]([OH:17])=O)=[CH:12][CH:11]=1.CN(C=O)C.C(Cl)(=O)C([Cl:26])=O. Product: [F:1][C:2]1[CH:7]=[CH:6][CH:5]=[CH:4][C:3]=1[C:8]#[C:9][C:10]1[O:14][C:13]([C:15]([Cl:26])=[O:17])=[CH:12][CH:11]=1. The catalyst class is: 2. (5) Reactant: [NH2:1][C:2]1[N:3]([C@@H:12]2[O:18][C@H:17]([CH2:19][OH:20])[C@@H:15]([OH:16])[C@H:13]2[OH:14])[C:4]2[C:9]([N:10]=1)=[C:8](Cl)[N:7]=[CH:6][N:5]=2.[CH2:21]([NH2:28])[C:22]1[CH:27]=[CH:26][CH:25]=[CH:24][CH:23]=1. The catalyst class is: 259. Product: [NH2:1][C:2]1[N:3]([C@@H:12]2[O:18][C@H:17]([CH2:19][OH:20])[C@@H:15]([OH:16])[C@H:13]2[OH:14])[C:4]2[C:9]([N:10]=1)=[C:8]([NH:28][CH2:21][C:22]1[CH:27]=[CH:26][CH:25]=[CH:24][CH:23]=1)[N:7]=[CH:6][N:5]=2. (6) Reactant: C(OC(=O)[NH:7][C@@H:8]([CH2:13][C:14]1[CH:19]=[CH:18][C:17]([O:20][CH2:21][CH:22]=[CH2:23])=[CH:16][CH:15]=1)[C:9]([NH:11][NH2:12])=[O:10])(C)(C)C.C1N=CN([C:30](N2C=NC=C2)=[O:31])C=1.C(N(CC)CC)C. Product: [CH2:21]([O:20][C:17]1[CH:16]=[CH:15][C:14]([CH2:13][C@@H:8]([C:9]2[O:10][C:30](=[O:31])[NH:12][N:11]=2)[NH2:7])=[CH:19][CH:18]=1)[CH:22]=[CH2:23]. The catalyst class is: 118.